Predict the product of the given reaction. From a dataset of Forward reaction prediction with 1.9M reactions from USPTO patents (1976-2016). (1) Given the reactants [CH3:1][O:2][C:3]1[CH:12]=[C:11]2[C:6]([CH2:7][CH2:8][CH:9]([N:13]([CH:17]3[CH2:22][CH2:21][NH:20][CH2:19][CH2:18]3)[CH2:14][CH2:15][CH3:16])[CH2:10]2)=[CH:5][CH:4]=1.[N:23]1([C:29](Cl)=[O:30])[CH2:28][CH2:27][O:26][CH2:25][CH2:24]1, predict the reaction product. The product is: [CH3:1][O:2][C:3]1[CH:12]=[C:11]2[C:6]([CH2:7][CH2:8][CH:9]([N:13]([CH2:14][CH2:15][CH3:16])[CH:17]3[CH2:18][CH2:19][N:20]([C:29]([N:23]4[CH2:28][CH2:27][O:26][CH2:25][CH2:24]4)=[O:30])[CH2:21][CH2:22]3)[CH2:10]2)=[CH:5][CH:4]=1. (2) Given the reactants FC(F)(F)S(O[C:7]1[CH:20]=[C:19]2[C:10]([O:11][C:12]3[CH:13]=[CH:14][C:15]([C:26]4[C:27]([F:32])=[N:28][CH:29]=[CH:30][CH:31]=4)=[CH:16][C:17]=3[C@:18]32[CH2:24][O:23][C:22]([NH2:25])=[N:21]3)=[C:9]([F:33])[CH:8]=1)(=O)=O.C([Sn](CCCC)(CCCC)[C:41]1[N:46]=[CH:45][CH:44]=[CH:43][N:42]=1)CCC.[Cl-].[Li+], predict the reaction product. The product is: [F:33][C:9]1[C:10]2[O:11][C:12]3[C:17](=[CH:16][C:15]([C:26]4[C:27]([F:32])=[N:28][CH:29]=[CH:30][CH:31]=4)=[CH:14][CH:13]=3)[C@@:18]3([CH2:24][O:23][C:22]([NH2:25])=[N:21]3)[C:19]=2[CH:20]=[C:7]([C:41]2[N:42]=[CH:43][CH:44]=[CH:45][N:46]=2)[CH:8]=1. (3) The product is: [NH2:1][C:2]1[CH:22]=[CH:21][C:5]([O:6][C:7]2[CH:12]=[CH:11][N:10]=[C:9]3[NH:13][C:15](=[O:16])[N:14]([CH3:20])[C:8]=23)=[CH:4][CH:3]=1. Given the reactants [NH2:1][C:2]1[CH:22]=[CH:21][C:5]([O:6][C:7]2[CH:12]=[CH:11][N:10]=[C:9]([NH2:13])[C:8]=2[N:14]([CH3:20])[C:15](=O)[O:16]CC)=[CH:4][CH:3]=1.[O-]CC.[Na+].[Na], predict the reaction product. (4) Given the reactants [Br:1][C:2]1[N:7]=[C:6]([CH:8]=O)[CH:5]=[CH:4][CH:3]=1.Cl.[CH3:11][O:12][NH2:13], predict the reaction product. The product is: [CH3:11][O:12][N:13]=[CH:8][C:6]1[CH:5]=[CH:4][CH:3]=[C:2]([Br:1])[N:7]=1.